Predict the reaction yield, written as a fraction of the theoretical maximum amount of product (1.0 means a 100% yield; for example, 0.34 means a 34% yield). From a dataset of Reaction yield outcomes from USPTO patents with 853,638 reactions. (1) The reactants are [OH-].[Na+].[C:3]1([C:12]2[CH:17]=[CH:16][CH:15]=[CH:14][CH:13]=2)[CH:8]=[CH:7][C:6](B(O)O)=[CH:5][CH:4]=1.CC(C)=O.[F:22][BH-](F)F.F[BH-](F)F.ClC[N+]12CC[N+](F)(CC1)CC2. The catalyst is CO.C(S([O-])(=O)=O)(F)(F)F.[Ag+]. The product is [F:22][C:6]1[CH:7]=[CH:8][C:3]([C:12]2[CH:17]=[CH:16][CH:15]=[CH:14][CH:13]=2)=[CH:4][CH:5]=1. The yield is 0.940. (2) The reactants are [CH3:1][O:2][CH2:3][C@@H:4]1[CH2:8][CH2:7][CH2:6][N:5]1[C:9]([C:11]1[S:19][C:18]2[C:13](=[N:14][CH:15]=[CH:16][C:17]=2[O:20][C:21]2[CH:22]=[CH:23][C:24]3[C:28]([C:29]([O:31]C)=[O:30])=[C:27]([CH3:33])[S:26][C:25]=3[CH:34]=2)[CH:12]=1)=[O:10].O[Li].O. No catalyst specified. The product is [CH3:1][O:2][CH2:3][C@@H:4]1[CH2:8][CH2:7][CH2:6][N:5]1[C:9]([C:11]1[S:19][C:18]2[C:13](=[N:14][CH:15]=[CH:16][C:17]=2[O:20][C:21]2[CH:22]=[CH:23][C:24]3[C:28]([C:29]([OH:31])=[O:30])=[C:27]([CH3:33])[S:26][C:25]=3[CH:34]=2)[CH:12]=1)=[O:10]. The yield is 0.750. (3) The reactants are C(=O)([O-])[O-].[Na+].[Na+].C1(P(C2C=CC=CC=2)[C:14]2[CH:19]=[CH:18][CH:17]=[CH:16][C:15]=2[O:20][C:21]2C=CC=CC=2P(C2C=CC=CC=2)C2C=CC=CC=2)C=CC=CC=1.[OH:46][C:47]1[C:59]([C:60]([F:63])([F:62])[F:61])=[C:58](COC2C=CC(B3OC(C)(C)C(C)(C)O3)=CC=2)[CH:57]=[CH:56][C:48]=1[C:49]([O:51][C:52]([CH3:55])([CH3:54])[CH3:53])=[O:50].[CH3:81][O:82][C:83]1[CH:84]=[C:85]([CH2:97][C:98]([O:100]C)=[O:99])[CH:86]=[CH:87][C:88]=1OS(C(F)(F)F)(=O)=O. The catalyst is C1(C)C(CCO)=CC=CC=1.C1C=CC(/C=C/C(/C=C/C2C=CC=CC=2)=O)=CC=1.C1C=CC(/C=C/C(/C=C/C2C=CC=CC=2)=O)=CC=1.C1C=CC(/C=C/C(/C=C/C2C=CC=CC=2)=O)=CC=1.[Pd].[Pd].O. The product is [C:52]([O:51][C:49]([C:48]1[C:47]([OH:46])=[C:59]([C:60]([F:62])([F:61])[F:63])[CH:58]=[CH:57][C:56]=1[CH2:21][O:20][C:15]1[CH:16]=[CH:17][C:18]([C:88]2[CH:87]=[CH:86][C:85]([CH2:97][C:98]([OH:100])=[O:99])=[CH:84][C:83]=2[O:82][CH3:81])=[CH:19][CH:14]=1)=[O:50])([CH3:55])([CH3:53])[CH3:54]. The yield is 0.400. (4) The reactants are [Br:1][C:2]1[CH:11]=[CH:10][C:5]2[N:6]=[C:7]([NH2:9])[S:8][C:4]=2[CH:3]=1.C(N(C(C)C)CC)(C)C.[C:21]1([CH3:30])[CH:26]=[CH:25][C:24]([C:27](Cl)=[O:28])=[CH:23][CH:22]=1. The catalyst is C1(C)C=CC=CC=1. The product is [Br:1][C:2]1[CH:11]=[CH:10][C:5]2[N:6]=[C:7]([NH:9][C:27](=[O:28])[C:24]3[CH:25]=[CH:26][C:21]([CH3:30])=[CH:22][CH:23]=3)[S:8][C:4]=2[CH:3]=1. The yield is 0.840. (5) The reactants are [OH:1]/[N:2]=[C:3](\Cl)/[C:4]1[CH:9]=[CH:8][C:7]([F:10])=[CH:6][CH:5]=1.[CH3:12][O:13][C:14](=[O:21])[CH2:15][C:16](=O)[CH2:17][O:18][CH3:19]. No catalyst specified. The product is [CH3:12][O:13][C:14]([C:15]1[C:3]([C:4]2[CH:9]=[CH:8][C:7]([F:10])=[CH:6][CH:5]=2)=[N:2][O:1][C:16]=1[CH2:17][O:18][CH3:19])=[O:21]. The yield is 0.740.